This data is from Forward reaction prediction with 1.9M reactions from USPTO patents (1976-2016). The task is: Predict the product of the given reaction. (1) Given the reactants [CH2:1]([O:3][C:4]([C:6]1[O:7][C:8]2[CH:14]=[C:13]([O:15]CC3C=CC=CC=3)[C:12]([O:23][CH3:24])=[CH:11][C:9]=2[CH:10]=1)=[O:5])[CH3:2].C(O)(=O)C.Cl.[OH-].[Na+], predict the reaction product. The product is: [CH2:1]([O:3][C:4]([C:6]1[O:7][C:8]2[CH:14]=[C:13]([OH:15])[C:12]([O:23][CH3:24])=[CH:11][C:9]=2[CH:10]=1)=[O:5])[CH3:2]. (2) Given the reactants C(OC(=O)[NH:7][C@H:8]([CH2:29][O:30][CH2:31][C:32]1[CH:37]=[CH:36][C:35]([F:38])=[CH:34][CH:33]=1)[C:9]([N:11]1[CH2:28][CH2:27][CH2:26][C:13]2([C:17](=[O:18])[N:16]([CH3:19])[CH2:15][CH:14]2[C:20]2[CH:25]=[CH:24][CH:23]=[CH:22][CH:21]=2)[CH2:12]1)=[O:10])(C)(C)C.C(O)(C(F)(F)F)=O, predict the reaction product. The product is: [NH2:7][C@H:8]([CH2:29][O:30][CH2:31][C:32]1[CH:33]=[CH:34][C:35]([F:38])=[CH:36][CH:37]=1)[C:9]([N:11]1[CH2:28][CH2:27][CH2:26][C:13]2([C:17](=[O:18])[N:16]([CH3:19])[CH2:15][CH:14]2[C:20]2[CH:21]=[CH:22][CH:23]=[CH:24][CH:25]=2)[CH2:12]1)=[O:10].